This data is from NCI-60 drug combinations with 297,098 pairs across 59 cell lines. The task is: Regression. Given two drug SMILES strings and cell line genomic features, predict the synergy score measuring deviation from expected non-interaction effect. Drug 1: CS(=O)(=O)C1=CC(=C(C=C1)C(=O)NC2=CC(=C(C=C2)Cl)C3=CC=CC=N3)Cl. Drug 2: C1C(C(OC1N2C=NC3=C(N=C(N=C32)Cl)N)CO)O. Cell line: OVCAR-4. Synergy scores: CSS=0.340, Synergy_ZIP=0.216, Synergy_Bliss=0.116, Synergy_Loewe=-2.68, Synergy_HSA=-3.07.